This data is from Reaction yield outcomes from USPTO patents with 853,638 reactions. The task is: Predict the reaction yield, written as a fraction of the theoretical maximum amount of product (1.0 means a 100% yield; for example, 0.34 means a 34% yield). (1) The reactants are [O-]P([O-])([O-])=O.[K+].[K+].[K+].[CH:9]1[C:18]2[C:13](=[CH:14][CH:15]=[CH:16][CH:17]=2)[CH2:12][CH2:11][C:10]=1B(O)O.[Cl:22][C:23]1[CH:24]=[C:25]([CH2:29][N:30]2[CH:34]=[CH:33][N:32]=[C:31]2[CH3:35])[N:26]=[N:27][CH:28]=1.Cl.CCOCC. The yield is 0.400. The product is [ClH:22].[CH:9]1[C:18]2[C:13](=[CH:14][CH:15]=[CH:16][CH:17]=2)[CH2:12][CH2:11][C:10]=1[C:23]1[CH:24]=[C:25]([CH2:29][N:30]2[CH:34]=[CH:33][N:32]=[C:31]2[CH3:35])[N:26]=[N:27][CH:28]=1. The catalyst is C1(C)C=CC=CC=1.CO.C1C=CC([P]([Pd]([P](C2C=CC=CC=2)(C2C=CC=CC=2)C2C=CC=CC=2)([P](C2C=CC=CC=2)(C2C=CC=CC=2)C2C=CC=CC=2)[P](C2C=CC=CC=2)(C2C=CC=CC=2)C2C=CC=CC=2)(C2C=CC=CC=2)C2C=CC=CC=2)=CC=1.C1(C2C=CC=CC=2)C=CC=CC=1P(C1CCCCC1)C1CCCCC1. (2) The reactants are [C:1]1([C:7](=[O:16])[CH:8]([C:10]2[CH:15]=[CH:14][CH:13]=[CH:12][N:11]=2)[CH3:9])[CH:6]=[CH:5][CH:4]=[CH:3][CH:2]=1.[H-].[Na+].[CH3:19]I. The catalyst is C1COCC1. The product is [CH3:9][C:8]([C:10]1[CH:15]=[CH:14][CH:13]=[CH:12][N:11]=1)([CH3:19])[C:7]([C:1]1[CH:2]=[CH:3][CH:4]=[CH:5][CH:6]=1)=[O:16]. The yield is 0.690. (3) The reactants are Cl[C:2]1[CH:7]=[CH:6][N:5]=[C:4]2[CH:8]=[C:9]([C:11]3[N:12]=[CH:13][N:14]([CH3:16])[CH:15]=3)[S:10][C:3]=12.[F:17][C:18]1[CH:24]=[C:23]([N+:25]([O-:27])=[O:26])[CH:22]=[CH:21][C:19]=1[NH2:20].C1CCC(P(C2C(C3C=CC=CC=3)=CC=CC=2)C2CCCCC2)CC1.[O-]P([O-])([O-])=O.[K+].[K+].[K+]. The catalyst is C1(C)C=CC=CC=1.C1C=CC(/C=C/C(/C=C/C2C=CC=CC=2)=O)=CC=1.C1C=CC(/C=C/C(/C=C/C2C=CC=CC=2)=O)=CC=1.C1C=CC(/C=C/C(/C=C/C2C=CC=CC=2)=O)=CC=1.[Pd].[Pd]. The product is [F:17][C:18]1[CH:24]=[C:23]([N+:25]([O-:27])=[O:26])[CH:22]=[CH:21][C:19]=1[NH:20][C:2]1[CH:7]=[CH:6][N:5]=[C:4]2[CH:8]=[C:9]([C:11]3[N:12]=[CH:13][N:14]([CH3:16])[CH:15]=3)[S:10][C:3]=12. The yield is 0.500. (4) The reactants are C(OC([N:8]1[CH2:13][CH2:12][N:11]([CH:14]2[CH:18]([OH:19])[CH2:17][N:16]([C:20](=[O:28])[C:21]3[CH:26]=[CH:25][C:24]([Cl:27])=[CH:23][CH:22]=3)[CH2:15]2)[CH2:10][CH2:9]1)=O)(C)(C)C.C([O-])(=O)C.[NH4+]. No catalyst specified. The product is [Cl:27][C:24]1[CH:25]=[CH:26][C:21]([C:20]([N:16]2[CH2:15][CH:14]([N:11]3[CH2:12][CH2:13][NH:8][CH2:9][CH2:10]3)[CH:18]([OH:19])[CH2:17]2)=[O:28])=[CH:22][CH:23]=1. The yield is 0.990. (5) The reactants are Br[C:2]1[C:7]([N+:8]([O-:10])=[O:9])=[CH:6][CH:5]=[C:4]([Br:11])[N:3]=1.C(N(CC)CC)C.[CH2:19]([NH:26][CH2:27][C@H:28]([OH:30])[CH3:29])[C:20]1[CH:25]=[CH:24][CH:23]=[CH:22][CH:21]=1. The catalyst is C(O)C. The product is [CH2:19]([N:26]([C:2]1[C:7]([N+:8]([O-:10])=[O:9])=[CH:6][CH:5]=[C:4]([Br:11])[N:3]=1)[CH2:27][C@H:28]([OH:30])[CH3:29])[C:20]1[CH:25]=[CH:24][CH:23]=[CH:22][CH:21]=1. The yield is 0.850.